Task: Regression. Given two drug SMILES strings and cell line genomic features, predict the synergy score measuring deviation from expected non-interaction effect.. Dataset: NCI-60 drug combinations with 297,098 pairs across 59 cell lines (1) Drug 1: CC1CCC2CC(C(=CC=CC=CC(CC(C(=O)C(C(C(=CC(C(=O)CC(OC(=O)C3CCCCN3C(=O)C(=O)C1(O2)O)C(C)CC4CCC(C(C4)OC)OCCO)C)C)O)OC)C)C)C)OC. Drug 2: C1CNP(=O)(OC1)N(CCCl)CCCl. Cell line: RXF 393. Synergy scores: CSS=0.207, Synergy_ZIP=-0.517, Synergy_Bliss=-0.202, Synergy_Loewe=-2.86, Synergy_HSA=-1.32. (2) Drug 1: C1=C(C(=O)NC(=O)N1)N(CCCl)CCCl. Drug 2: C1=NC2=C(N=C(N=C2N1C3C(C(C(O3)CO)O)O)F)N. Cell line: MDA-MB-435. Synergy scores: CSS=0.543, Synergy_ZIP=-2.23, Synergy_Bliss=-4.41, Synergy_Loewe=-15.1, Synergy_HSA=-5.54. (3) Cell line: LOX IMVI. Drug 2: CC(C)NC(=O)C1=CC=C(C=C1)CNNC.Cl. Drug 1: CCC1(CC2CC(C3=C(CCN(C2)C1)C4=CC=CC=C4N3)(C5=C(C=C6C(=C5)C78CCN9C7C(C=CC9)(C(C(C8N6C)(C(=O)OC)O)OC(=O)C)CC)OC)C(=O)OC)O.OS(=O)(=O)O. Synergy scores: CSS=33.8, Synergy_ZIP=-1.16, Synergy_Bliss=-0.630, Synergy_Loewe=-47.9, Synergy_HSA=-0.995. (4) Drug 1: COC1=C(C=C2C(=C1)N=CN=C2NC3=CC(=C(C=C3)F)Cl)OCCCN4CCOCC4. Synergy scores: CSS=22.0, Synergy_ZIP=-3.69, Synergy_Bliss=1.78, Synergy_Loewe=1.00, Synergy_HSA=4.46. Cell line: HCT116. Drug 2: CS(=O)(=O)OCCCCOS(=O)(=O)C. (5) Synergy scores: CSS=4.56, Synergy_ZIP=-3.19, Synergy_Bliss=-2.97, Synergy_Loewe=-36.3, Synergy_HSA=-1.97. Drug 2: C1CN(P(=O)(OC1)NCCCl)CCCl. Cell line: 786-0. Drug 1: CC1CCC2CC(C(=CC=CC=CC(CC(C(=O)C(C(C(=CC(C(=O)CC(OC(=O)C3CCCCN3C(=O)C(=O)C1(O2)O)C(C)CC4CCC(C(C4)OC)OCCO)C)C)O)OC)C)C)C)OC. (6) Drug 1: CN(C)C1=NC(=NC(=N1)N(C)C)N(C)C. Drug 2: C1=CN(C(=O)N=C1N)C2C(C(C(O2)CO)O)O.Cl. Cell line: LOX IMVI. Synergy scores: CSS=22.4, Synergy_ZIP=-9.30, Synergy_Bliss=-0.312, Synergy_Loewe=-12.4, Synergy_HSA=1.41. (7) Drug 1: C1C(C(OC1N2C=C(C(=O)NC2=O)F)CO)O. Drug 2: N.N.Cl[Pt+2]Cl. Cell line: CCRF-CEM. Synergy scores: CSS=63.8, Synergy_ZIP=0.291, Synergy_Bliss=-1.20, Synergy_Loewe=-5.44, Synergy_HSA=1.33. (8) Drug 1: CC12CCC3C(C1CCC2=O)CC(=C)C4=CC(=O)C=CC34C. Drug 2: C1=NC2=C(N1)C(=S)N=C(N2)N. Cell line: UACC-257. Synergy scores: CSS=57.7, Synergy_ZIP=-2.58, Synergy_Bliss=0.579, Synergy_Loewe=2.70, Synergy_HSA=3.85.